This data is from Forward reaction prediction with 1.9M reactions from USPTO patents (1976-2016). The task is: Predict the product of the given reaction. (1) Given the reactants C(N(CC)C(C)C)(C)C.[S:10]1[C:14]2[CH:15]=[C:16]([C:19]3([C:22]4[N:26]5[N:27]=[C:28]([C:31]6[CH:39]=[CH:38][C:34]([C:35]([OH:37])=O)=[CH:33][CH:32]=6)[CH:29]=[N:30][C:25]5=[N:24][N:23]=4)[CH2:21][CH2:20]3)[CH:17]=[CH:18][C:13]=2[N:12]=[CH:11]1.Cl.[NH2:41][C@@H:42]([CH2:48][CH3:49])[C:43]([N:45]([CH3:47])[CH3:46])=[O:44].F[P-](F)(F)(F)(F)F.N1(O[P+](N(C)C)(N(C)C)N(C)C)C2C=CC=CC=2N=N1, predict the reaction product. The product is: [S:10]1[C:14]2[CH:15]=[C:16]([C:19]3([C:22]4[N:26]5[N:27]=[C:28]([C:31]6[CH:39]=[CH:38][C:34]([C:35]([NH:41][C@H:42]([C:43]([N:45]([CH3:47])[CH3:46])=[O:44])[CH2:48][CH3:49])=[O:37])=[CH:33][CH:32]=6)[CH:29]=[N:30][C:25]5=[N:24][N:23]=4)[CH2:20][CH2:21]3)[CH:17]=[CH:18][C:13]=2[N:12]=[CH:11]1. (2) Given the reactants [OH:1][C:2]1[CH:3]=[C:4]([S:8]([C:11]2[CH:28]=[CH:27][C:14]3[CH2:15][CH2:16][N:17]([C:20]([O:22][C:23]([CH3:26])([CH3:25])[CH3:24])=[O:21])[CH2:18][CH2:19][C:13]=3[CH:12]=2)(=[O:10])=[O:9])[CH:5]=[CH:6][CH:7]=1.[H-].[Na+].[CH2:31](Br)[C:32]1[CH:37]=[CH:36][CH:35]=[CH:34][CH:33]=1, predict the reaction product. The product is: [CH2:31]([O:1][C:2]1[CH:3]=[C:4]([S:8]([C:11]2[CH:28]=[CH:27][C:14]3[CH2:15][CH2:16][N:17]([C:20]([O:22][C:23]([CH3:24])([CH3:25])[CH3:26])=[O:21])[CH2:18][CH2:19][C:13]=3[CH:12]=2)(=[O:9])=[O:10])[CH:5]=[CH:6][CH:7]=1)[C:32]1[CH:37]=[CH:36][CH:35]=[CH:34][CH:33]=1. (3) Given the reactants [N:1]1[CH:6]=[CH:5][CH:4]=[CH:3][C:2]=1[C:7]1[C:11]([CH2:12][O:13][C:14]2[CH:22]=[CH:21][C:17]([C:18]([OH:20])=O)=[CH:16][N:15]=2)=[CH:10][O:9][N:8]=1.[CH2:23]([NH2:25])[CH3:24], predict the reaction product. The product is: [CH2:23]([NH:25][C:18](=[O:20])[C:17]1[CH:21]=[CH:22][C:14]([O:13][CH2:12][C:11]2[C:7]([C:2]3[CH:3]=[CH:4][CH:5]=[CH:6][N:1]=3)=[N:8][O:9][CH:10]=2)=[N:15][CH:16]=1)[CH3:24]. (4) Given the reactants CC[N:3](C1C=CC=CC=1)CC.[C:12]1([CH3:22])[CH:17]=[CH:16][C:15]([S:18](Cl)(=[O:20])=[O:19])=[CH:14][CH:13]=1, predict the reaction product. The product is: [CH3:22][C:12]1[CH:17]=[CH:16][C:15]([S:18]([NH2:3])(=[O:20])=[O:19])=[CH:14][CH:13]=1. (5) Given the reactants [Br:1][C:2]1[C:15]2[S:14][C:13]3[C:8](=[CH:9][C:10]([N+:16]([O-])=O)=[CH:11][CH:12]=3)[S:7][C:6]=2[CH:5]=[CH:4][CH:3]=1, predict the reaction product. The product is: [Br:1][C:2]1[CH:3]=[CH:4][CH:5]=[C:6]2[C:15]=1[S:14][C:13]1[CH:12]=[CH:11][C:10]([NH2:16])=[CH:9][C:8]=1[S:7]2. (6) Given the reactants [CH3:1][O:2][CH:3]1[CH2:8][CH2:7][CH2:6][CH:5](C(O)=O)[CH2:4]1.C1C=CC(P(N=[N+]=[N-])(C2C=CC=CC=2)=O)=CC=1.[NH2:29][C:30]1[C:31]([OH:41])=[C:32]([S:37]([NH2:40])(=[O:39])=[O:38])[C:33]([Cl:36])=[CH:34][CH:35]=1.C[N:43]([CH:45]=[O:46])C, predict the reaction product. The product is: [Cl:36][C:33]1[C:32]([S:37]([NH2:40])(=[O:39])=[O:38])=[C:31]([OH:41])[C:30]([NH:29][C:45]([NH:43][CH:5]2[CH2:6][CH2:7][CH2:8][CH:3]([O:2][CH3:1])[CH2:4]2)=[O:46])=[CH:35][CH:34]=1. (7) The product is: [Cl:1][C:2]1[C:3]([CH3:13])=[C:4]2[C:8](=[CH:9][CH:10]=1)[NH:7][C:6](=[O:11])[C:5]2([C:18]1[CH:23]=[C:22]([Cl:24])[CH:21]=[CH:20][C:19]=1[O:25][CH3:26])[OH:12]. Given the reactants [Cl:1][C:2]1[C:3]([CH3:13])=[C:4]2[C:8](=[CH:9][CH:10]=1)[NH:7][C:6](=[O:11])[C:5]2=[O:12].[H-].[Na+].Br[Mg][C:18]1[CH:23]=[C:22]([Cl:24])[CH:21]=[CH:20][C:19]=1[O:25][CH3:26].[Cl-].[NH4+], predict the reaction product.